Dataset: Reaction yield outcomes from USPTO patents with 853,638 reactions. Task: Predict the reaction yield, written as a fraction of the theoretical maximum amount of product (1.0 means a 100% yield; for example, 0.34 means a 34% yield). The product is [CH3:23][O:24][C:25]1[C:45]([O:46][CH3:47])=[CH:44][CH:43]=[CH:42][C:26]=1[C@@H:27]([CH:29]1[CH2:30][CH2:31][NH:32][CH2:33][CH2:34]1)[OH:28]. The yield is 0.340. The reactants are B(Cl)([C@@H]1[C@@H](C)[C@@H]2C(C)(C)[C@@H](C2)C1)[C@@H]1[C@@H](C)[C@@H]2C(C)(C)[C@@H](C2)C1.[CH3:23][O:24][C:25]1[C:45]([O:46][CH3:47])=[CH:44][CH:43]=[CH:42][C:26]=1[C:27]([CH:29]1[CH2:34][CH2:33][N:32](C(OC(C)(C)C)=O)[CH2:31][CH2:30]1)=[O:28].N(CCO)CCO.[OH-].[Na+]. The catalyst is O1CCCC1.O.CC(C)=O.